This data is from PAMPA (Parallel Artificial Membrane Permeability Assay) permeability data from NCATS. The task is: Regression/Classification. Given a drug SMILES string, predict its absorption, distribution, metabolism, or excretion properties. Task type varies by dataset: regression for continuous measurements (e.g., permeability, clearance, half-life) or binary classification for categorical outcomes (e.g., BBB penetration, CYP inhibition). Dataset: pampa_ncats. (1) The drug is CC1=CC(=CC(=C1)C2=NC3=C(O2)C=C(C=C3)C4=C(C(=C(C=C4)OC)OC)OC)C. The result is 0 (low-to-moderate permeability). (2) The compound is COC1=C(C=CC(=C1)NC2=NC(=NC3=CC=CC=C32)C4=CC=NC=C4)NS(=O)(=O)C. The result is 1 (high permeability). (3) The drug is CN(CC1=CC2=C(S1)C(=NC(=N2)C3=CN=C(C=C3)OC)N4CCOCC4)C5=NC=C(C=N5)C(=O)NO. The result is 1 (high permeability). (4) The drug is COC1=CC=CC(=C1O)CNC2=CC=C(C=C2)S(=O)(=O)NC3=CC=C(C=C3)C4CCNCC4. The result is 0 (low-to-moderate permeability). (5) The compound is CC(C)NC(=O)C1CCN(CC1)C(=O)C2=CC3=C(N2CC4=CC=C(C=C4)Cl)C=CS3. The result is 1 (high permeability). (6) The compound is CC1=CN2C(=C(C=C(C2=N1)C(=O)NCC3CCN(CC3)CC(C)C)Cl)N. The result is 1 (high permeability). (7) The compound is C1CN(CCC1C(=O)N)C2=NC(=CS2)C3=CC(=CC=C3)N. The result is 1 (high permeability).